This data is from Full USPTO retrosynthesis dataset with 1.9M reactions from patents (1976-2016). The task is: Predict the reactants needed to synthesize the given product. Given the product [Cl:1][C:2]1[CH:3]=[CH:4][C:5]([C:25]2([CH3:27])[CH2:26][O:36]2)=[C:6]([CH:24]=1)[CH2:7][N:8]([CH:21]1[CH2:22][CH2:23]1)[C:9]([C:11]1[C:12]([CH:18]([F:19])[F:20])=[N:13][N:14]([CH3:17])[C:15]=1[F:16])=[O:10], predict the reactants needed to synthesize it. The reactants are: [Cl:1][C:2]1[CH:3]=[CH:4][C:5]([C:25]([CH3:27])=[CH2:26])=[C:6]([CH:24]=1)[CH2:7][N:8]([CH:21]1[CH2:23][CH2:22]1)[C:9]([C:11]1[C:12]([CH:18]([F:20])[F:19])=[N:13][N:14]([CH3:17])[C:15]=1[F:16])=[O:10].ClC1C=CC=C(C(OO)=[O:36])C=1.S(S([O-])=O)([O-])=O.[Na+].[Na+].